From a dataset of Peptide-MHC class I binding affinity with 185,985 pairs from IEDB/IMGT. Regression. Given a peptide amino acid sequence and an MHC pseudo amino acid sequence, predict their binding affinity value. This is MHC class I binding data. (1) The peptide sequence is WLQKIPLQW. The MHC is HLA-B58:01 with pseudo-sequence HLA-B58:01. The binding affinity (normalized) is 0.395. (2) The peptide sequence is GDLTCNSTV. The MHC is Mamu-B01 with pseudo-sequence Mamu-B01. The binding affinity (normalized) is 0.0933. (3) The peptide sequence is IEEVMNIVL. The binding affinity (normalized) is 0.0847. The MHC is HLA-B58:01 with pseudo-sequence HLA-B58:01. (4) The peptide sequence is ATDFKFAMY. The MHC is HLA-A01:01 with pseudo-sequence HLA-A01:01. The binding affinity (normalized) is 0.546. (5) The peptide sequence is LMAEALKEAL. The MHC is Mamu-A11 with pseudo-sequence Mamu-A11. The binding affinity (normalized) is 0.